From a dataset of Catalyst prediction with 721,799 reactions and 888 catalyst types from USPTO. Predict which catalyst facilitates the given reaction. (1) Reactant: C[O:2][C:3]([C:5]1[CH:14]=[C:13]([O:15][CH2:16][C:17]([N:19]2[CH2:23][CH2:22][C@@H:21]([OH:24])[CH2:20]2)=[O:18])[C:12]2[C:7](=[CH:8][C:9]([CH3:25])=[CH:10][CH:11]=2)[N:6]=1)=[O:4].[OH-].[Na+]. Product: [OH:24][C@@H:21]1[CH2:22][CH2:23][N:19]([C:17](=[O:18])[CH2:16][O:15][C:13]2[C:12]3[C:7](=[CH:8][C:9]([CH3:25])=[CH:10][CH:11]=3)[N:6]=[C:5]([C:3]([OH:4])=[O:2])[CH:14]=2)[CH2:20]1. The catalyst class is: 1. (2) Reactant: [CH3:1][S:2][CH:3]([C:6]1[CH:11]=[CH:10][CH:9]=[C:8]([N+:12]([O-])=O)[CH:7]=1)[CH2:4][CH3:5].[Sn]. Product: [CH3:1][S:2][CH:3]([C:6]1[CH:7]=[C:8]([CH:9]=[CH:10][CH:11]=1)[NH2:12])[CH2:4][CH3:5]. The catalyst class is: 240.